Dataset: Merck oncology drug combination screen with 23,052 pairs across 39 cell lines. Task: Regression. Given two drug SMILES strings and cell line genomic features, predict the synergy score measuring deviation from expected non-interaction effect. (1) Drug 1: COc1cc(C2c3cc4c(cc3C(OC3OC5COC(C)OC5C(O)C3O)C3COC(=O)C23)OCO4)cc(OC)c1O. Drug 2: C=CCn1c(=O)c2cnc(Nc3ccc(N4CCN(C)CC4)cc3)nc2n1-c1cccc(C(C)(C)O)n1. Cell line: A427. Synergy scores: synergy=-5.01. (2) Drug 1: CN1C(=O)C=CC2(C)C3CCC4(C)C(NC(=O)OCC(F)(F)F)CCC4C3CCC12. Drug 2: NC1CCCCC1N.O=C(O)C(=O)O.[Pt+2]. Cell line: UWB1289. Synergy scores: synergy=8.42. (3) Cell line: KPL1. Synergy scores: synergy=20.9. Drug 2: NC1(c2ccc(-c3nc4ccn5c(=O)[nH]nc5c4cc3-c3ccccc3)cc2)CCC1. Drug 1: CCC1(O)CC2CN(CCc3c([nH]c4ccccc34)C(C(=O)OC)(c3cc4c(cc3OC)N(C)C3C(O)(C(=O)OC)C(OC(C)=O)C5(CC)C=CCN6CCC43C65)C2)C1. (4) Drug 1: Nc1ccn(C2OC(CO)C(O)C2(F)F)c(=O)n1. Drug 2: Cn1nnc2c(C(N)=O)ncn2c1=O. Cell line: EFM192B. Synergy scores: synergy=9.13. (5) Drug 1: NC(=O)c1cccc2cn(-c3ccc(C4CCCNC4)cc3)nc12. Drug 2: CNC(=O)c1cc(Oc2ccc(NC(=O)Nc3ccc(Cl)c(C(F)(F)F)c3)cc2)ccn1. Cell line: T47D. Synergy scores: synergy=-3.14. (6) Drug 1: COC12C(COC(N)=O)C3=C(C(=O)C(C)=C(N)C3=O)N1CC1NC12. Drug 2: Cn1c(=O)n(-c2ccc(C(C)(C)C#N)cc2)c2c3cc(-c4cnc5ccccc5c4)ccc3ncc21. Cell line: OV90. Synergy scores: synergy=8.49. (7) Drug 1: Cn1nnc2c(C(N)=O)ncn2c1=O. Drug 2: O=C(NOCC(O)CO)c1ccc(F)c(F)c1Nc1ccc(I)cc1F. Cell line: HT29. Synergy scores: synergy=-11.5. (8) Drug 1: C#Cc1cccc(Nc2ncnc3cc(OCCOC)c(OCCOC)cc23)c1. Drug 2: CC(C)CC(NC(=O)C(Cc1ccccc1)NC(=O)c1cnccn1)B(O)O. Cell line: A2780. Synergy scores: synergy=-23.1. (9) Drug 1: COc1cccc2c1C(=O)c1c(O)c3c(c(O)c1C2=O)CC(O)(C(=O)CO)CC3OC1CC(N)C(O)C(C)O1. Drug 2: Cn1cc(-c2cnn3c(N)c(Br)c(C4CCCNC4)nc23)cn1. Cell line: T47D. Synergy scores: synergy=-2.77.